Task: Predict the product of the given reaction.. Dataset: Forward reaction prediction with 1.9M reactions from USPTO patents (1976-2016) (1) Given the reactants Cl[C:2]1([CH2:8][S:9]([NH:12][C:13]2[CH:14]=[C:15]3[C:20](=[CH:21][CH:22]=2)[CH:19]=[N:18][CH:17]=[CH:16]3)(=[O:11])=[O:10])[CH:7]=[CH:6][CH:5]=[CH:4][CH2:3]1.[CH:23]1([NH2:29])[CH2:28][CH2:27][CH2:26][CH2:25][CH2:24]1, predict the reaction product. The product is: [NH3:12].[CH:19]1[C:20]2[C:15](=[CH:14][C:13]([NH:12][S:9]([CH:8]([NH:29][CH:23]3[CH2:28][CH2:27][CH2:26][CH2:25][CH2:24]3)[C:2]3[CH:7]=[CH:6][CH:5]=[CH:4][CH:3]=3)(=[O:11])=[O:10])=[CH:22][CH:21]=2)[CH:16]=[CH:17][N:18]=1. (2) Given the reactants Br[C:2]1[C:7]([N+:8]([O-:10])=[O:9])=[CH:6][C:5]([C:11]2[C:12]([CH3:17])=[N:13][O:14][C:15]=2[CH3:16])=[CH:4][C:3]=1[I:18].[CH:19]1([NH2:22])[CH2:21][CH2:20]1, predict the reaction product. The product is: [CH:19]1([NH:22][C:2]2[C:7]([N+:8]([O-:10])=[O:9])=[CH:6][C:5]([C:11]3[C:12]([CH3:17])=[N:13][O:14][C:15]=3[CH3:16])=[CH:4][C:3]=2[I:18])[CH2:21][CH2:20]1. (3) The product is: [CH2:21]([C:10]1[C:9]2[C:13](=[CH:14][CH:15]=[C:7]([N:4]([C:1](=[O:3])[CH3:2])[CH2:5][CH3:6])[CH:8]=2)[NH:12][C:11]=1[C:16]([OH:18])=[O:17])[CH3:22]. Given the reactants [C:1]([N:4]([C:7]1[CH:8]=[C:9]2[C:13](=[CH:14][CH:15]=1)[NH:12][C:11]([C:16]([O:18]CC)=[O:17])=[CH:10]2)[CH2:5][CH3:6])(=[O:3])[CH3:2].[CH3:21][CH2:22]O.C([O-])([O-])=O.[Cs+].[Cs+], predict the reaction product. (4) Given the reactants Br[C:2]1[CH:3]=[CH:4][C:5]2[S:9](=[O:11])(=[O:10])[N:8]([CH2:12][CH2:13][C:14]([O:16][CH2:17][CH3:18])=[O:15])[CH:7]([CH3:19])[C:6]=2[CH:20]=1.[F:21][C:22]1[CH:30]=[C:29]2[C:25]([C:26](B3OC(C)(C)C(C)(C)O3)=[CH:27][N:28]2[C:31]([O:33][C:34]([CH3:37])([CH3:36])[CH3:35])=[O:32])=[CH:24][CH:23]=1.[O-]P([O-])([O-])=O.[K+].[K+].[K+], predict the reaction product. The product is: [CH2:17]([O:16][C:14](=[O:15])[CH2:13][CH2:12][N:8]1[CH:7]([CH3:19])[C:6]2[CH:20]=[C:2]([C:2]3[CH:3]=[CH:4][C:5]([C:26]4[C:25]5[C:29](=[CH:30][C:22]([F:21])=[CH:23][CH:24]=5)[N:28]([C:31]([O:33][C:34]([CH3:35])([CH3:36])[CH3:37])=[O:32])[CH:27]=4)=[CH:6][CH:20]=3)[CH:3]=[CH:4][C:5]=2[S:9]1(=[O:11])=[O:10])[CH3:18]. (5) Given the reactants C([Li])CCC.[CH:6]1[CH:11]=[C:10]2[CH:12]=[CH:13][O:14][C:9]2=[CH:8][CH:7]=1.[Br:15][C:16]1[C:17]([O:25][CH3:26])=[C:18]([C:21]([F:24])=[CH:22][CH:23]=1)[CH:19]=[O:20].[Cl-].[NH4+], predict the reaction product. The product is: [O:14]1[C:13]([CH:19]([C:18]2[C:21]([F:24])=[CH:22][CH:23]=[C:16]([Br:15])[C:17]=2[O:25][CH3:26])[OH:20])=[CH:12][C:10]2[CH:11]=[CH:6][CH:7]=[CH:8][C:9]1=2.